This data is from Clinical trial toxicity outcomes and FDA approval status for drugs. The task is: Regression/Classification. Given a drug SMILES string, predict its toxicity properties. Task type varies by dataset: regression for continuous values (e.g., LD50, hERG inhibition percentage) or binary classification for toxic/non-toxic outcomes (e.g., AMES mutagenicity, cardiotoxicity, hepatotoxicity). Dataset: clintox. (1) The compound is CCC1(c2ccc(N)cc2)CCC(=O)NC1=O. The result is 0 (passed clinical trial). (2) The molecule is Cc1[nH]c(=O)c(C#N)cc1-c1ccncc1. The result is 0 (passed clinical trial). (3) The molecule is Nc1ccc(C(=O)[O-])c(O)c1. The result is 0 (passed clinical trial). (4) The compound is CC(=O)/N=c1\sc(S(N)(=O)=O)nn1C. The result is 0 (passed clinical trial). (5) The molecule is Nc1[nH]c(=O)ncc1F. The result is 0 (passed clinical trial). (6) The drug is CCN(CC)C(=O)C1C[NH+]2CCc3cc(OC)c(OC)cc3C2CC1OC(C)=O. The result is 0 (passed clinical trial). (7) The drug is CCc1c2c(nc3ccc(OC(=O)N4CCC(N5CCCCC5)CC4)cc13)-c1cc3c(c(=O)n1C2)COC(=O)[C@]3(O)CC. The result is 1 (failed clinical trial for toxicity). (8) The drug is NC(=O)[C@@H]1CCCN1C(=O)[C@H](Cc1cnc[nH]1)NC(=O)[C@@H]1CCC(=O)N1. The result is 0 (passed clinical trial).